From a dataset of Full USPTO retrosynthesis dataset with 1.9M reactions from patents (1976-2016). Predict the reactants needed to synthesize the given product. (1) Given the product [CH2:1]([N:8]1[CH2:18][C:19]([OH:21])=[C:11]([C:12]([O:14][CH2:15][CH3:16])=[O:13])[CH2:10][C:9]1=[O:17])[C:2]1[CH:7]=[CH:6][CH:5]=[CH:4][CH:3]=1, predict the reactants needed to synthesize it. The reactants are: [CH2:1]([N:8]([CH2:18][C:19]([O:21]CC)=O)[C:9](=[O:17])[CH2:10][CH2:11][C:12]([O:14][CH2:15][CH3:16])=[O:13])[C:2]1[CH:7]=[CH:6][CH:5]=[CH:4][CH:3]=1.C(O)C.[Na].C(O)(=O)C. (2) Given the product [F:1][C:2]1[C:7]([CH:8]=[O:9])=[CH:6][CH:5]=[CH:4][C:3]=1[C:10]1[CH:15]=[CH:14][C:13]([O:16][CH:28]2[CH2:36][CH2:35][C:31]3([CH2:34][CH2:33][CH2:32]3)[CH2:30][CH2:29]2)=[CH:12][CH:11]=1, predict the reactants needed to synthesize it. The reactants are: [F:1][C:2]1[C:7]([CH:8]=[O:9])=[CH:6][CH:5]=[CH:4][C:3]=1[C:10]1[CH:15]=[CH:14][C:13]([OH:16])=[CH:12][CH:11]=1.C([O-])([O-])=O.[K+].[K+].CS(O[CH:28]1[CH2:36][CH2:35][C:31]2([CH2:34][CH2:33][CH2:32]2)[CH2:30][CH2:29]1)(=O)=O. (3) Given the product [Si:25]([O:24][C@H:9]1[CH2:8][CH2:7][C@H:6]2[C@H:5]3[C@H:14]([CH2:13][CH2:12][C@:10]12[CH3:11])[C@:15]1([CH3:23])[C@H:20]([CH2:19][C:18](=[O:22])[CH2:17][CH2:16]1)[CH2:21][C@H:4]3[CH2:1][CH:2]=[CH:3][C:42]1[CH:45]=[C:46]([O:48][CH2:49][C:50]2[CH:55]=[CH:54][CH:53]=[CH:52][CH:51]=2)[CH:47]=[C:40]([O:39][CH2:32][C:33]2[CH:38]=[CH:37][CH:36]=[CH:35][CH:34]=2)[CH:41]=1)([C:28]([CH3:31])([CH3:30])[CH3:29])([CH3:26])[CH3:27], predict the reactants needed to synthesize it. The reactants are: [CH2:1]([C@@H:4]1[CH2:21][C@@H:20]2[C@:15]([CH3:23])([CH2:16][CH2:17][C:18](=[O:22])[CH2:19]2)[C@@H:14]2[C@@H:5]1[C@H:6]1[C@@:10]([CH2:12][CH2:13]2)([CH3:11])[C@@H:9]([O:24][Si:25]([C:28]([CH3:31])([CH3:30])[CH3:29])([CH3:27])[CH3:26])[CH2:8][CH2:7]1)[CH:2]=[CH2:3].[CH2:32]([O:39][C:40]1[CH:41]=[C:42]([CH:45]=[C:46]([O:48][CH2:49][C:50]2[CH:55]=[CH:54][CH:53]=[CH:52][CH:51]=2)[CH:47]=1)C=C)[C:33]1[CH:38]=[CH:37][CH:36]=[CH:35][CH:34]=1. (4) Given the product [CH3:13][C:12]1[O:11][N:10]=[C:9]([C:14]2[CH:19]=[CH:18][CH:17]=[CH:16][CH:15]=2)[C:8]=1[C:6]1[N:7]=[C:3]([CH2:2][O:35][CH2:34][C:33]2[CH:36]=[CH:37][C:30]([CH3:29])=[CH:31][CH:32]=2)[N:4]([C:20]2[CH:25]=[CH:24][C:23]([N+:26]([O-:28])=[O:27])=[CH:22][CH:21]=2)[CH:5]=1, predict the reactants needed to synthesize it. The reactants are: Cl[CH2:2][C:3]1[N:4]([C:20]2[CH:25]=[CH:24][C:23]([N+:26]([O-:28])=[O:27])=[CH:22][CH:21]=2)[CH:5]=[C:6]([C:8]2[C:9]([C:14]3[CH:19]=[CH:18][CH:17]=[CH:16][CH:15]=3)=[N:10][O:11][C:12]=2[CH3:13])[N:7]=1.[CH3:29][C:30]1[CH:37]=[CH:36][C:33]([CH2:34][OH:35])=[CH:32][CH:31]=1. (5) Given the product [C:1]([O:5][C:6]([NH:8][CH2:9][CH2:10][CH2:11][C@@H:12]([CH2:30][C:31]1[N:32]=[CH:33][N:34]2[C:43]3[C:38](=[CH:39][C:40]([CH3:44])=[CH:41][CH:42]=3)[CH2:37][CH2:36][C:35]=12)[C:13]([OH:15])=[O:14])=[O:7])([CH3:4])([CH3:3])[CH3:2], predict the reactants needed to synthesize it. The reactants are: [C:1]([O:5][C:6]([NH:8][CH2:9][CH2:10][CH2:11][C@@H:12]([CH2:30][C:31]1[N:32]=[CH:33][N:34]2[C:43]3[C:38](=[CH:39][C:40]([CH3:44])=[CH:41][CH:42]=3)[CH2:37][CH2:36][C:35]=12)[C:13]([O:15][C@H](C1C=CC=CC=1)[C@@H](N1CCCC1)C)=[O:14])=[O:7])([CH3:4])([CH3:3])[CH3:2]. (6) Given the product [NH2:15][C:10]1[O:11][CH2:12][C@H:13]([F:14])[C@:8]([C:6]2[CH:7]=[C:2]([NH:1][C:25]([C:22]3[CH:21]=[CH:20][C:19]([Cl:18])=[CH:24][N:23]=3)=[O:26])[CH:3]=[CH:4][C:5]=2[F:17])([CH3:16])[N:9]=1, predict the reactants needed to synthesize it. The reactants are: [NH2:1][C:2]1[CH:3]=[CH:4][C:5]([F:17])=[C:6]([C@:8]2([CH3:16])[C@@H:13]([F:14])[CH2:12][O:11][C:10]([NH2:15])=[N:9]2)[CH:7]=1.[Cl:18][C:19]1[CH:20]=[CH:21][C:22]([C:25](O)=[O:26])=[N:23][CH:24]=1. (7) The reactants are: [OH:1][C:2]1[CH:3]=[CH:4][CH:5]=[C:6]2[C:10]=1[NH:9][CH:8]=[CH:7]2.[CH2:11](Br)[CH3:12].C([O-])([O-])=O.[Cs+].[Cs+]. Given the product [CH2:11]([O:1][C:2]1[CH:3]=[CH:4][CH:5]=[C:6]2[C:10]=1[NH:9][CH:8]=[CH:7]2)[CH3:12], predict the reactants needed to synthesize it. (8) The reactants are: [F:1][CH2:2][C@H:3]([C:5]1[CH:10]=[CH:9][C:8]([S:11]([Cl:14])(=[O:13])=[O:12])=[CH:7][CH:6]=1)[CH3:4].C1(C(C)CO)C=CC=CC=1. Given the product [F:1][CH2:2][CH:3]([C:5]1[CH:6]=[CH:7][C:8]([S:11]([Cl:14])(=[O:12])=[O:13])=[CH:9][CH:10]=1)[CH3:4], predict the reactants needed to synthesize it.